Dataset: Full USPTO retrosynthesis dataset with 1.9M reactions from patents (1976-2016). Task: Predict the reactants needed to synthesize the given product. (1) Given the product [CH3:3][CH:2]([O:4][C:5]1[CH:6]=[C:7]([C:19]([NH:21][C:22]2[N:27]=[CH:26][C:25]([C:28]([O:30][CH3:31])=[O:29])=[CH:24][CH:23]=2)=[O:20])[CH:8]=[C:9]([OH:11])[CH:10]=1)[CH3:1], predict the reactants needed to synthesize it. The reactants are: [CH3:1][CH:2]([O:4][C:5]1[CH:6]=[C:7]([C:19]([NH:21][C:22]2[N:27]=[CH:26][C:25]([C:28]([O:30][CH3:31])=[O:29])=[CH:24][CH:23]=2)=[O:20])[CH:8]=[C:9]([O:11]CC2C=CC=CC=2)[CH:10]=1)[CH3:3].C1COCC1.CO. (2) Given the product [OH:20][CH2:19][C:18]1[CH:17]=[C:16]([S:15][CH2:14][CH2:13][OH:12])[CH:24]=[CH:23][CH:22]=1, predict the reactants needed to synthesize it. The reactants are: CSC.B.[Si]([O:12][CH2:13][CH2:14][S:15][C:16]1[CH:17]=[C:18]([CH:22]=[CH:23][CH:24]=1)[C:19](O)=[O:20])(C(C)(C)C)(C)C.Cl. (3) The reactants are: C[O:2][C:3](=[O:22])[C:4]1[CH:9]=[C:8]([C:10]#[C:11][C:12]2[CH:17]=[CH:16][CH:15]=[CH:14][CH:13]=2)[CH:7]=[CH:6][C:5]=1[O:18][CH:19]([CH3:21])[CH3:20]. Given the product [CH:19]([O:18][C:5]1[CH:6]=[CH:7][C:8]([C:10]#[C:11][C:12]2[CH:13]=[CH:14][CH:15]=[CH:16][CH:17]=2)=[CH:9][C:4]=1[C:3]([OH:22])=[O:2])([CH3:21])[CH3:20], predict the reactants needed to synthesize it. (4) Given the product [NH:10]1[C:14]2[CH:15]=[CH:16][CH:17]=[CH:18][C:13]=2[N:12]=[C:11]1[C@H:7]([NH:8][C:9]([NH:23][C:24]12[CH2:31][CH2:30][C:27]([OH:32])([CH2:28][CH2:29]1)[CH2:26][CH2:25]2)=[O:19])[CH2:6][C:5]1[CH:20]=[CH:21][C:2]([Br:1])=[CH:3][CH:4]=1, predict the reactants needed to synthesize it. The reactants are: [Br:1][C:2]1[CH:21]=[CH:20][C:5]([CH2:6][C@@H:7]2[C:11]3=[N:12][C:13]4[CH:18]=[CH:17][CH:16]=[CH:15][C:14]=4[N:10]3[C:9](=[O:19])[NH:8]2)=[CH:4][CH:3]=1.Cl.[NH2:23][C:24]12[CH2:31][CH2:30][C:27]([OH:32])([CH2:28][CH2:29]1)[CH2:26][CH2:25]2.C(O)(C(F)(F)F)=O. (5) Given the product [Cl:6][C:7]1[CH:8]=[CH:9][C:10]([C:30]([O:32][CH3:33])=[O:31])=[C:11]2[C:15]=1[N:14]=[C:13]1[N:16]([C:17]3[CH:18]=[N:19][C:20]([O:24][CH3:25])=[CH:21][C:22]=3[CH3:23])[CH2:28][CH2:27][CH2:26][N:12]21, predict the reactants needed to synthesize it. The reactants are: CS(Cl)(=O)=O.[Cl:6][C:7]1[C:15]2[N:14]=[C:13]([NH:16][C:17]3[CH:18]=[N:19][C:20]([O:24][CH3:25])=[CH:21][C:22]=3[CH3:23])[N:12]([CH2:26][CH2:27][CH2:28]O)[C:11]=2[C:10]([C:30]([O:32][CH3:33])=[O:31])=[CH:9][CH:8]=1.S([O-])(=O)(=O)C.C(=O)([O-])[O-].[K+].[K+]. (6) Given the product [CH3:26][N:27]([CH3:23])[C:2]1[N:10]=[CH:9][N:8]=[C:7]2[C:3]=1[N:4]=[CH:5][N:6]2[C@H:11]1[C@@H:15]2[O:16][C:17]([CH3:20])([CH3:19])[O:18][C@@H:14]2[C@@H:13]([CH2:21][OH:22])[O:12]1, predict the reactants needed to synthesize it. The reactants are: Cl[C:2]1[N:10]=[CH:9][N:8]=[C:7]2[C:3]=1[N:4]=[CH:5][N:6]2[C@H:11]1[C@@H:15]2[O:16][C:17]([CH3:20])([CH3:19])[O:18][C@@H:14]2[C@@H:13]([CH2:21][OH:22])[O:12]1.[CH2:23](O)C.[CH3:26][NH2:27]. (7) Given the product [C:39]([O:38][C@@H:32]([C:23]1[C:22]([CH3:43])=[CH:21][C:19]2[N:20]=[C:16]([C:14]3[CH:13]=[CH:12][N:11]=[C:10]([C:6]4[CH:5]=[C:4]5[C:9](=[CH:8][CH:7]=4)[N:1]([CH2:51][CH3:52])[N:2]=[CH:3]5)[CH:15]=3)[S:17][C:18]=2[C:24]=1[C:25]1[CH:26]=[CH:27][C:28]([Cl:31])=[CH:29][CH:30]=1)[C:33]([O:35][CH2:36][CH3:37])=[O:34])([CH3:42])([CH3:41])[CH3:40], predict the reactants needed to synthesize it. The reactants are: [NH:1]1[C:9]2[C:4](=[CH:5][C:6]([C:10]3[CH:15]=[C:14]([C:16]4[S:17][C:18]5[C:24]([C:25]6[CH:30]=[CH:29][C:28]([Cl:31])=[CH:27][CH:26]=6)=[C:23]([C@H:32]([O:38][C:39]([CH3:42])([CH3:41])[CH3:40])[C:33]([O:35][CH2:36][CH3:37])=[O:34])[C:22]([CH3:43])=[CH:21][C:19]=5[N:20]=4)[CH:13]=[CH:12][N:11]=3)=[CH:7][CH:8]=2)[CH:3]=[N:2]1.C([O-])([O-])=O.[Cs+].[Cs+].I[CH2:51][CH3:52].